Dataset: Forward reaction prediction with 1.9M reactions from USPTO patents (1976-2016). Task: Predict the product of the given reaction. (1) Given the reactants [CH3:1][O:2][C:3]1[CH:40]=[CH:39][C:6]([CH2:7][N:8]([CH2:30][C:31]2[CH:36]=[CH:35][C:34]([O:37][CH3:38])=[CH:33][CH:32]=2)[C:9]2[N:14]=[CH:13][C:12]([C:15]3[C:16]4[CH2:29][CH2:28][NH:27][C:17]=4[N:18]=[C:19]([N:21]4[CH2:26][CH2:25][O:24][CH2:23][CH2:22]4)[N:20]=3)=[CH:11][N:10]=2)=[CH:5][CH:4]=1.[C:41]1([N:47]=[C:48]=[O:49])[CH:46]=[CH:45][CH:44]=[CH:43][CH:42]=1, predict the reaction product. The product is: [C:41]1([NH:47][C:48]([N:27]2[C:17]3[N:18]=[C:19]([N:21]4[CH2:26][CH2:25][O:24][CH2:23][CH2:22]4)[N:20]=[C:15]([C:12]4[CH:11]=[N:10][C:9]([N:8]([CH2:7][C:6]5[CH:5]=[CH:4][C:3]([O:2][CH3:1])=[CH:40][CH:39]=5)[CH2:30][C:31]5[CH:32]=[CH:33][C:34]([O:37][CH3:38])=[CH:35][CH:36]=5)=[N:14][CH:13]=4)[C:16]=3[CH2:29][CH2:28]2)=[O:49])[CH:46]=[CH:45][CH:44]=[CH:43][CH:42]=1. (2) Given the reactants [CH3:1][O:2][C:3](=[O:20])[C:4]1[CH:9]=[CH:8][C:7]([O:10][CH3:11])=[CH:6][C:5]=1OS(C(F)(F)F)(=O)=O.[Li+].[Cl-].C([O-])([O-])=O.[Na+].[Na+].[F:29][C:30]([F:41])([F:40])[C:31]1[CH:36]=[CH:35][C:34](B(O)O)=[CH:33][CH:32]=1, predict the reaction product. The product is: [CH3:1][O:2][C:3]([C:4]1[C:5]([C:34]2[CH:35]=[CH:36][C:31]([C:30]([F:41])([F:40])[F:29])=[CH:32][CH:33]=2)=[CH:6][C:7]([O:10][CH3:11])=[CH:8][CH:9]=1)=[O:20]. (3) Given the reactants [C:1]([C:4]1[CH:9]=[CH:8][C:7]([O:10][CH2:11][O:12][CH3:13])=[C:6]([O:14][CH3:15])[CH:5]=1)([CH3:3])=[CH2:2], predict the reaction product. The product is: [CH:1]([C:4]1[CH:9]=[CH:8][C:7]([O:10][CH2:11][O:12][CH3:13])=[C:6]([O:14][CH3:15])[CH:5]=1)([CH3:3])[CH3:2]. (4) Given the reactants [NH2:1][C:2]1[N:3]=[C:4]([NH2:15])[C:5]2[C:11]([CH3:12])=[C:10]([C:13]#[N:14])[CH:9]=[N:8][C:6]=2[N:7]=1.[CH3:16][O:17][C:18]1[CH:19]=[C:20]([CH:22]=[C:23]([O:27][CH3:28])[C:24]=1[O:25][CH3:26])N, predict the reaction product. The product is: [CH3:12][C:11]1[C:5]2[C:4]([NH2:15])=[N:3][C:2]([NH2:1])=[N:7][C:6]=2[N:8]=[CH:9][C:10]=1[CH2:13][NH:14][C:20]1[CH:22]=[C:23]([O:27][CH3:28])[C:24]([O:25][CH3:26])=[C:18]([O:17][CH3:16])[CH:19]=1. (5) Given the reactants [CH3:1][O:2][C:3](=[O:27])[CH2:4][C:5]1[CH:6]=[C:7]([C:13]2[CH:18]=[CH:17][C:16]([C:19]([F:22])([F:21])[F:20])=[CH:15][C:14]=2[CH2:23][NH:24][CH2:25][CH3:26])[C:8]([O:11][CH3:12])=[CH:9][CH:10]=1.[O:28]([CH2:35][C:36](Cl)=[O:37])[C:29]1[CH:34]=[CH:33][CH:32]=[CH:31][CH:30]=1, predict the reaction product. The product is: [CH3:1][O:2][C:3](=[O:27])[CH2:4][C:5]1[CH:6]=[C:7]([C:13]2[CH:18]=[CH:17][C:16]([C:19]([F:20])([F:22])[F:21])=[CH:15][C:14]=2[CH2:23][N:24]([CH2:25][CH3:26])[C:36](=[O:37])[CH2:35][O:28][C:29]2[CH:34]=[CH:33][CH:32]=[CH:31][CH:30]=2)[C:8]([O:11][CH3:12])=[CH:9][CH:10]=1.